This data is from Reaction yield outcomes from USPTO patents with 853,638 reactions. The task is: Predict the reaction yield, written as a fraction of the theoretical maximum amount of product (1.0 means a 100% yield; for example, 0.34 means a 34% yield). (1) The reactants are S(Cl)(Cl)=O.[C:5]([C@H:8]1[C:17]2[C:12](=[CH:13][C:14]([N+:18]([O-:20])=[O:19])=[CH:15][CH:16]=2)[C:11](=[O:21])[N:10]([CH2:22][CH2:23][CH2:24][Br:25])[C@H:9]1[C:26]1[CH:31]=[CH:30][CH:29]=[CH:28][CH:27]=1)(O)=[O:6].[Cl-].[Al+3].[Cl-].[Cl-]. The catalyst is C1C=CC=CC=1. The product is [Br:25][CH2:24][CH2:23][CH2:22][N:10]1[C:9]2[C:26]3[CH:27]=[CH:28][CH:29]=[CH:30][C:31]=3[C:5](=[O:6])[C:8]=2[C:17]2[C:12](=[CH:13][C:14]([N+:18]([O-:20])=[O:19])=[CH:15][CH:16]=2)[C:11]1=[O:21]. The yield is 0.450. (2) The reactants are Br[C:2]1[CH:10]=[CH:9][CH:8]=[C:7]2[C:3]=1[C:4]([C:15]([N:17]1[CH2:22][CH2:21][CH:20]([C:23]3[CH:24]=[C:25]([CH:34]=[CH:35][C:36]=3[F:37])[CH2:26][NH:27][C:28](=[O:33])[C:29]([F:32])([F:31])[F:30])[CH2:19][CH2:18]1)=[O:16])=[CH:5][N:6]2[CH2:11][CH2:12][O:13][CH3:14].[CH3:38][O:39][C:40]1[CH:45]=[CH:44][C:43](B(O)O)=[CH:42][CH:41]=1.C(=O)([O-])[O-].[Cs+].[Cs+].C(Cl)Cl. The catalyst is O1CCOCC1.O.C1C=CC(P(C2C=CC=CC=2)[C-]2C=CC=C2)=CC=1.C1C=CC(P(C2C=CC=CC=2)[C-]2C=CC=C2)=CC=1.Cl[Pd]Cl.[Fe+2]. The product is [F:32][C:29]([F:30])([F:31])[C:28]([NH:27][CH2:26][C:25]1[CH:34]=[CH:35][C:36]([F:37])=[C:23]([CH:20]2[CH2:21][CH2:22][N:17]([C:15]([C:4]3[C:3]4[C:7](=[CH:8][CH:9]=[CH:10][C:2]=4[C:43]4[CH:44]=[CH:45][C:40]([O:39][CH3:38])=[CH:41][CH:42]=4)[N:6]([CH2:11][CH2:12][O:13][CH3:14])[CH:5]=3)=[O:16])[CH2:18][CH2:19]2)[CH:24]=1)=[O:33]. The yield is 0.860. (3) The reactants are Br[C:2]1[C:3]([C:14]2[CH:19]=[CH:18][C:17]([CH3:20])=[CH:16][CH:15]=2)=[C:4]([CH3:13])[C:5]2[O:9][C:8]([CH3:11])([CH3:10])[CH2:7][C:6]=2[CH:12]=1.[F:21][C:22]1[CH:27]=[CH:26][C:25]([N:28]2[CH2:33][CH2:32][NH:31][CH2:30][CH2:29]2)=[CH:24][CH:23]=1. No catalyst specified. The product is [CH3:10][C:8]1([CH3:11])[CH2:7][C:6]2[CH:12]=[C:2]([N:31]3[CH2:30][CH2:29][N:28]([C:25]4[CH:24]=[CH:23][C:22]([F:21])=[CH:27][CH:26]=4)[CH2:33][CH2:32]3)[C:3]([C:14]3[CH:19]=[CH:18][C:17]([CH3:20])=[CH:16][CH:15]=3)=[C:4]([CH3:13])[C:5]=2[O:9]1. The yield is 0.150.